From a dataset of Full USPTO retrosynthesis dataset with 1.9M reactions from patents (1976-2016). Predict the reactants needed to synthesize the given product. (1) Given the product [F:1][C:2]1[CH:3]=[C:4]2[C:8](=[C:9]([CH2:11][S:12][CH3:13])[CH:10]=1)[NH:7][CH:6]=[C:5]2[CH:21]([C:18]1[CH:19]=[CH:20][C:15]([F:14])=[CH:16][C:17]=1[CH3:30])[C:23]1[CH:28]=[CH:27][C:26]([F:29])=[CH:25][CH:24]=1, predict the reactants needed to synthesize it. The reactants are: [F:1][C:2]1[CH:3]=[C:4]2[C:8](=[C:9]([CH2:11][S:12][CH3:13])[CH:10]=1)[NH:7][CH:6]=[CH:5]2.[F:14][C:15]1[CH:20]=[CH:19][C:18]([CH:21]([C:23]2[CH:28]=[CH:27][C:26]([F:29])=[CH:25][CH:24]=2)O)=[C:17]([CH3:30])[CH:16]=1.FC1C=CC(C(C2C=CC(F)=CC=2)C2C3C(=C(CSC)C=CC=3)NC=2)=CC=1. (2) Given the product [C:14]1([C:11]2[CH:12]=[CH:13][C:8]3[N:7]=[C:23]([C:24]4[CH:28]=[CH:27][S:26][CH:25]=4)[CH2:22][C:21](=[O:30])[NH:20][C:9]=3[CH:10]=2)[CH:19]=[CH:18][CH:17]=[CH:16][CH:15]=1, predict the reactants needed to synthesize it. The reactants are: C(OC(=O)[NH:7][C:8]1[CH:13]=[CH:12][C:11]([C:14]2[CH:19]=[CH:18][CH:17]=[CH:16][CH:15]=2)=[CH:10][C:9]=1[NH:20][C:21](=[O:30])[CH2:22][C:23](=O)[C:24]1[CH:28]=[CH:27][S:26][CH:25]=1)(C)(C)C.C(O)(C(F)(F)F)=O. (3) Given the product [CH2:15]([O:1][C:2]1[CH:3]=[C:4]2[C:8](=[CH:9][CH:10]=1)[CH2:7][CH:6]([C:11]([O:13][CH3:14])=[O:12])[CH2:5]2)[C:16]1[CH:21]=[CH:20][CH:19]=[CH:18][CH:17]=1, predict the reactants needed to synthesize it. The reactants are: [OH:1][C:2]1[CH:3]=[C:4]2[C:8](=[CH:9][CH:10]=1)[CH2:7][CH:6]([C:11]([O:13][CH3:14])=[O:12])[CH2:5]2.[CH2:15](O)[C:16]1[CH:21]=[CH:20][CH:19]=[CH:18][CH:17]=1.C1(P(C2C=CC=CC=2)C2C=CC=CC=2)C=CC=CC=1.N(C(OCC)=O)=NC(OCC)=O. (4) Given the product [C:35]([N:31]1[CH2:30][CH2:29][N:28]([CH2:27][CH2:26][CH2:25][N:15]2[C:16]3[C:21](=[CH:20][N:19]=[C:18]([NH:23][CH3:24])[CH:17]=3)[CH:22]=[C:13]([C:3]3[C:2]([Cl:1])=[C:7]([O:8][CH3:9])[CH:6]=[C:5]([O:10][CH3:11])[C:4]=3[Cl:12])[C:14]2=[O:34])[CH2:33][CH2:32]1)(=[O:38])[CH:36]=[CH2:37], predict the reactants needed to synthesize it. The reactants are: [Cl:1][C:2]1[C:7]([O:8][CH3:9])=[CH:6][C:5]([O:10][CH3:11])=[C:4]([Cl:12])[C:3]=1[C:13]1[C:14](=[O:34])[N:15]([CH2:25][CH2:26][CH2:27][N:28]2[CH2:33][CH2:32][NH:31][CH2:30][CH2:29]2)[C:16]2[C:21]([CH:22]=1)=[CH:20][N:19]=[C:18]([NH:23][CH3:24])[CH:17]=2.[C:35](Cl)(=[O:38])[CH:36]=[CH2:37].O.